Dataset: Reaction yield outcomes from USPTO patents with 853,638 reactions. Task: Predict the reaction yield, written as a fraction of the theoretical maximum amount of product (1.0 means a 100% yield; for example, 0.34 means a 34% yield). (1) The reactants are Cl.[OH2:2].[NH:3]1[CH2:8][CH2:7][C:6](=O)[CH2:5][CH2:4]1.[F:10][C:11]1[CH:19]=[C:18]([F:20])[CH:17]=[CH:16][C:12]=1[C:13](Cl)=[O:14]. The catalyst is C(Cl)Cl.C(N(CC)CC)C. The product is [F:10][C:11]1[CH:19]=[C:18]([F:20])[CH:17]=[CH:16][C:12]=1[C:13]([CH:6]1[CH2:7][CH2:8][NH:3][C:4](=[O:2])[CH2:5]1)=[O:14]. The yield is 0.710. (2) The reactants are [NH2:1][CH:2]([CH2:12][C:13]1[CH:18]=[CH:17][CH:16]=[C:15]([O:19][CH2:20][C:21]([F:24])([F:23])[F:22])[CH:14]=1)[CH:3]([C:5]1[CH:10]=[CH:9][C:8]([F:11])=[CH:7][CH:6]=1)[OH:4].[F:25][C:26]1[C:35]2[C:30](=[CH:31][CH:32]=[CH:33][CH:34]=2)[C:29]([C:36](O)=[O:37])=[CH:28][CH:27]=1.Cl.C(N=C=NCCCN(C)C)C.ON1C2C=CC=CC=2N=N1. The catalyst is C(#N)C.O. The product is [F:11][C:8]1[CH:7]=[CH:6][C:5]([CH:3]([OH:4])[CH:2]([NH:1][C:36]([C:29]2[C:30]3[C:35](=[CH:34][CH:33]=[CH:32][CH:31]=3)[C:26]([F:25])=[CH:27][CH:28]=2)=[O:37])[CH2:12][C:13]2[CH:18]=[CH:17][CH:16]=[C:15]([O:19][CH2:20][C:21]([F:24])([F:22])[F:23])[CH:14]=2)=[CH:10][CH:9]=1. The yield is 0.760. (3) The reactants are C([O:3][P:4]([CH2:9][CH2:10][NH:11][CH2:12][C:13]([CH3:36])=[CH:14][CH2:15][C:16]1[C:17]([O:29]CC[Si](C)(C)C)=[C:18]2[C:22](=[C:23]([CH3:27])[C:24]=1[O:25][CH3:26])[CH2:21][O:20][C:19]2=[O:28])(=[O:8])[O:5]CC)C.C[Si](Br)(C)C.N1[C:47]([CH3:48])=[CH:46][CH:45]=[CH:44][C:43]=1[CH3:49]. The catalyst is C(#N)C. The product is [CH2:49]([N:11]([CH2:12][C:13]([CH3:36])=[CH:14][CH2:15][C:16]1[C:17]([OH:29])=[C:18]2[C:22](=[C:23]([CH3:27])[C:24]=1[O:25][CH3:26])[CH2:21][O:20][C:19]2=[O:28])[CH2:10][CH2:9][P:4](=[O:8])([OH:5])[OH:3])[C:43]1[CH:48]=[CH:47][CH:46]=[CH:45][CH:44]=1. The yield is 0.930. (4) The reactants are C(=O)([O-])[O-].[K+].[K+].O.[OH:8][C:9]1[CH:13]=[CH:12][S:11][C:10]=1[C:14]([C:16]1[CH:21]=[CH:20][C:19]([O:22][CH3:23])=[CH:18][CH:17]=1)=[O:15].[C:24]([O:27][C@@H:28]1[C@@H:33]([O:34][C:35](=[O:37])[CH3:36])[C@H:32]([O:38][C:39](=[O:41])[CH3:40])[C@@H:31]([CH2:42][O:43][C:44](=[O:46])[CH3:45])[O:30][C@@H:29]1Br)(=[O:26])[CH3:25]. The catalyst is [Cl-].C([N+](CCCC)(CCCC)CCCC)C1C=CC=CC=1.ClCCl. The product is [C:24]([O:27][CH:28]1[CH:33]([O:34][C:35](=[O:37])[CH3:36])[CH:32]([O:38][C:39](=[O:41])[CH3:40])[CH:31]([CH2:42][O:43][C:44](=[O:46])[CH3:45])[O:30][CH:29]1[O:8][C:9]1[CH:13]=[CH:12][S:11][C:10]=1[C:14](=[O:15])[C:16]1[CH:21]=[CH:20][C:19]([O:22][CH3:23])=[CH:18][CH:17]=1)(=[O:26])[CH3:25]. The yield is 0.810.